Dataset: Forward reaction prediction with 1.9M reactions from USPTO patents (1976-2016). Task: Predict the product of the given reaction. (1) Given the reactants [CH3:1][C@@H:2]([O:23]S(C)(=O)=O)[CH2:3][CH2:4][O:5][C:6]1[CH:11]=[CH:10][C:9]([C:12]([F:15])([F:14])[F:13])=[CH:8][C:7]=1[O:16][C:17]1[CH:22]=[CH:21][CH:20]=[CH:19][CH:18]=1.C([O:30][C:31](=[O:43])[CH2:32][CH2:33][C:34]1[CH:39]=[CH:38][C:37](O)=[CH:36][C:35]=1[CH2:41][CH3:42])C.C(=O)([O-])[O-].[Cs+].[Cs+].[OH-].[Na+], predict the reaction product. The product is: [CH2:41]([C:35]1[CH:36]=[C:37]([O:23][C@H:2]([CH3:1])[CH2:3][CH2:4][O:5][C:6]2[CH:11]=[CH:10][C:9]([C:12]([F:15])([F:14])[F:13])=[CH:8][C:7]=2[O:16][C:17]2[CH:22]=[CH:21][CH:20]=[CH:19][CH:18]=2)[CH:38]=[CH:39][C:34]=1[CH2:33][CH2:32][C:31]([OH:43])=[O:30])[CH3:42]. (2) Given the reactants [C:1]1([N:7]2[C:19](=[O:20])[C:10]3=[CH:11][NH:12][C:13]4[CH:14]=[CH:15][CH:16]=[CH:17][C:18]=4[C:9]3=[N:8]2)[CH:6]=[CH:5][CH:4]=[CH:3][CH:2]=1.Cl.[F:22]C1C=CC=CC=1NN, predict the reaction product. The product is: [F:22][C:6]1[CH:5]=[CH:4][CH:3]=[CH:2][C:1]=1[N:7]1[C:19](=[O:20])[C:10]2=[CH:11][NH:12][C:13]3[CH:14]=[CH:15][CH:16]=[CH:17][C:18]=3[C:9]2=[N:8]1. (3) Given the reactants [O:1]=[C:2]1[CH:7]=[CH:6][C:5](=[O:8])[C:4]([C:9]([O:11][CH3:12])=[O:10])=[CH:3]1.[CH2:13]([O:15][C:16]1[CH:23]=[CH:22][C:19]([CH:20]=[CH2:21])=[CH:18][CH:17]=1)[CH3:14].C(=O)([O-])O.[Na+], predict the reaction product. The product is: [CH2:13]([O:15][C:16]1[CH:23]=[CH:22][C:19]([CH:20]2[CH2:21][C:3]3=[C:4]([C:9]([O:11][CH3:12])=[O:10])[C:5]([OH:8])=[CH:6][CH:7]=[C:2]3[O:1]2)=[CH:18][CH:17]=1)[CH3:14]. (4) Given the reactants [Br:1][C:2]1[CH:19]=[N:18][C:5]2[CH2:6][CH2:7][N:8](C(=O)C(F)(F)F)[CH2:9][CH:10]([CH3:11])[C:4]=2[CH:3]=1.C([O-])([O-])=O.[K+].[K+].CO.C([O-])(O)=O.[Na+], predict the reaction product. The product is: [Br:1][C:2]1[CH:19]=[N:18][C:5]2[CH2:6][CH2:7][NH:8][CH2:9][CH:10]([CH3:11])[C:4]=2[CH:3]=1. (5) Given the reactants [NH2:1][C:2]1[C:7]([C:8]#[N:9])=[C:6]([CH:10]2[CH2:15][CH2:14][CH2:13][CH2:12][O:11]2)[C:5]([C:16]#[N:17])=[C:4](S)[N:3]=1.ClC[C:21]1[CH:22]=[C:23]([CH:27]=[CH:28][CH:29]=1)[C:24]([NH2:26])=[O:25].C(=O)(O)[O-].[Na+].NC1C(C#N)=C(C2CCCCO2)C(C#N)=[C:38]([S:52]CC2N=C(C3C=CC(Cl)=CC=3)SC=2)N=1, predict the reaction product. The product is: [NH2:1][C:2]1[N:3]=[C:4]([CH:38]([C:22]2[CH:21]=[CH:29][CH:28]=[CH:27][C:23]=2[C:24]([NH2:26])=[O:25])[SH:52])[C:5]([C:16]#[N:17])=[C:6]([CH:10]2[CH2:15][CH2:14][CH2:13][CH2:12][O:11]2)[C:7]=1[C:8]#[N:9]. (6) Given the reactants [C:1]([C:3]1[CH:8]=[CH:7][C:6]([C:9]2[CH:10]=[N:11][N:12]([C:15]3[CH:23]=[CH:22][C:18]([C:19](O)=[O:20])=[CH:17][N:16]=3)[C:13]=2[OH:14])=[C:5]([CH3:24])[C:4]=1[F:25])#[N:2].[CH3:26][N:27]([CH3:32])[CH:28]1[CH2:31][NH:30][CH2:29]1, predict the reaction product. The product is: [CH3:26][N:27]([CH3:32])[CH:28]1[CH2:31][N:30]([C:19]([C:18]2[CH:22]=[CH:23][C:15]([N:12]3[C:13]([OH:14])=[C:9]([C:6]4[CH:7]=[CH:8][C:3]([C:1]#[N:2])=[C:4]([F:25])[C:5]=4[CH3:24])[CH:10]=[N:11]3)=[N:16][CH:17]=2)=[O:20])[CH2:29]1.